This data is from Forward reaction prediction with 1.9M reactions from USPTO patents (1976-2016). The task is: Predict the product of the given reaction. (1) The product is: [F:3][C:4]1[CH:5]=[C:6]([C:10]2[N:11]=[C:12]([N:15]3[CH2:20][CH2:19][CH2:18][CH2:17][CH2:16]3)[S:13][CH:14]=2)[CH:7]=[CH:8][CH:9]=1. Given the reactants Cl.Cl.[F:3][C:4]1[CH:5]=[C:6]([C:10]2[N:11]=[C:12]([N:15]3[CH2:20][CH2:19][CH2:18][CH2:17][CH2:16]3)[S:13][CH:14]=2)[CH:7]=[CH:8][CH:9]=1.[OH-].[Na+], predict the reaction product. (2) Given the reactants [CH3:1][C:2]1([C:7]2[CH:8]=[C:9]([CH2:12][N:13]3[N:17]=[C:16]([NH2:18])[CH:15]=[N:14]3)[S:10][CH:11]=2)[O:6]CCO1.[C:19]1([C:25]2[O:29][CH:28]=[N:27][C:26]=2[C:30](O)=[O:31])[CH:24]=[CH:23][CH:22]=[CH:21][CH:20]=1, predict the reaction product. The product is: [C:2]([C:7]1[CH:8]=[C:9]([CH2:12][N:13]2[N:17]=[C:16]([NH:18][C:30]([C:26]3[N:27]=[CH:28][O:29][C:25]=3[C:19]3[CH:20]=[CH:21][CH:22]=[CH:23][CH:24]=3)=[O:31])[CH:15]=[N:14]2)[S:10][CH:11]=1)(=[O:6])[CH3:1]. (3) Given the reactants [Cl:1][C:2]1[CH:7]=[CH:6][C:5]([NH:8]C(=O)OC(C)(C)C)=[C:4]([C:16]2[N:17]=[C:18]3[CH2:25][CH2:24][CH:23]([C:26]4[NH:27][C:28]([C:31]5[CH:36]=[CH:35][C:34]([NH:37][C:38]([O:40][CH3:41])=[O:39])=[CH:33][CH:32]=5)=[CH:29][N:30]=4)[N:19]3[C:20](=[O:22])[CH:21]=2)[CH:3]=1.FC(F)(F)C(O)=O.C(=O)([O-])O.[Na+], predict the reaction product. The product is: [NH2:8][C:5]1[CH:6]=[CH:7][C:2]([Cl:1])=[CH:3][C:4]=1[C:16]1[N:17]=[C:18]2[CH2:25][CH2:24][CH:23]([C:26]3[NH:27][C:28]([C:31]4[CH:36]=[CH:35][C:34]([NH:37][C:38](=[O:39])[O:40][CH3:41])=[CH:33][CH:32]=4)=[CH:29][N:30]=3)[N:19]2[C:20](=[O:22])[CH:21]=1. (4) Given the reactants Br[C:2]1[CH:7]=[CH:6][CH:5]=[CH:4][C:3]=1[F:8].[F:9][C:10]1[CH:17]=[CH:16][CH:15]=[CH:14][C:11]=1[CH:12]=[O:13].[Li]CCCC, predict the reaction product. The product is: [F:8][C:3]1[CH:4]=[CH:5][CH:6]=[CH:7][C:2]=1[CH:12]([C:11]1[CH:14]=[CH:15][CH:16]=[CH:17][C:10]=1[F:9])[OH:13]. (5) Given the reactants [NH:1]1[C:5]2[CH:6]=[CH:7][CH:8]=[CH:9][C:4]=2[N:3]=[C:2]1[C:10]([C:12]1[CH:17]=[CH:16][C:15]([O:18][C:19]2[C:24](Cl)=[N:23][CH:22]=[CH:21][N:20]=2)=[CH:14][CH:13]=1)=[O:11].C([O-])(=O)C.[K+].[CH3:31][O:32][CH:33]1[CH2:38][CH2:37][C:36](B2OC(C)(C)C(C)(C)O2)=[CH:35][CH2:34]1.O, predict the reaction product. The product is: [NH:1]1[C:5]2[CH:6]=[CH:7][CH:8]=[CH:9][C:4]=2[N:3]=[C:2]1[C:10]([C:12]1[CH:17]=[CH:16][C:15]([O:18][C:19]2[C:24]([C:36]3[CH2:37][CH2:38][CH:33]([O:32][CH3:31])[CH2:34][CH:35]=3)=[N:23][CH:22]=[CH:21][N:20]=2)=[CH:14][CH:13]=1)=[O:11].